Dataset: Full USPTO retrosynthesis dataset with 1.9M reactions from patents (1976-2016). Task: Predict the reactants needed to synthesize the given product. (1) Given the product [OH:1][CH2:2][C:3]1[C:4]([C:20]([F:22])([F:21])[F:23])=[N:5][N:6]([CH2:8][C:9]2[N:10]([CH3:27])[C:11](=[O:19])[C:12]3[CH:17]=[C:16]([CH3:18])[S:15][C:13]=3[N:14]=2)[CH:7]=1, predict the reactants needed to synthesize it. The reactants are: [OH:1][CH2:2][C:3]1[C:4]([C:20]([F:23])([F:22])[F:21])=[N:5][N:6]([CH2:8][C:9]2[NH:10][C:11](=[O:19])[C:12]3[CH:17]=[C:16]([CH3:18])[S:15][C:13]=3[N:14]=2)[CH:7]=1.[H-].[Na+].I[CH3:27].Cl. (2) Given the product [O:5]=[C:4]1[NH:1][C@H:2]([C:14]([O:16][CH2:17][C:18]2[CH:23]=[CH:22][CH:21]=[CH:20][CH:19]=2)=[O:15])[CH2:3]1, predict the reactants needed to synthesize it. The reactants are: [NH2:1][C@H:2]([C:14]([O:16][CH2:17][C:18]1[CH:23]=[CH:22][CH:21]=[CH:20][CH:19]=1)=[O:15])[CH2:3][C:4](OCC1C=CC=CC=1)=[O:5].CCN(CC)CC.C[Si](Cl)(C)C.C([Mg]Cl)(C)(C)C.